From a dataset of Reaction yield outcomes from USPTO patents with 853,638 reactions. Predict the reaction yield, written as a fraction of the theoretical maximum amount of product (1.0 means a 100% yield; for example, 0.34 means a 34% yield). The reactants are [Cl:1][C:2]1[C:8]([Cl:9])=[CH:7][CH:6]=[CH:5][C:3]=1[NH2:4].Cl.[N:11]([O-])=O.[Na+].[O:15]=[C:16]1[CH2:21][CH2:20][CH2:19][CH2:18][CH:17]1C(O)=O. The catalyst is O. The product is [Cl:1][C:2]1[C:8]([Cl:9])=[CH:7][CH:6]=[CH:5][C:3]=1[NH:4][N:11]=[C:17]1[CH2:18][CH2:19][CH2:20][CH2:21][C:16]1=[O:15]. The yield is 0.560.